This data is from Forward reaction prediction with 1.9M reactions from USPTO patents (1976-2016). The task is: Predict the product of the given reaction. (1) Given the reactants [NH2:1][C:2]1[CH:7]=[CH:6][C:5]([C:8]2[C:16]3[C:15]([NH2:17])=[N:14][CH:13]=[N:12][C:11]=3[S:10][C:9]=2[CH3:18])=[CH:4][CH:3]=1.[C:19](OC=O)(=O)C.COCCO[AlH2-]OCCOC.[Na+].C1(C)C=CC=CC=1, predict the reaction product. The product is: [CH3:18][C:9]1[S:10][C:11]2[N:12]=[CH:13][N:14]=[C:15]([NH2:17])[C:16]=2[C:8]=1[C:5]1[CH:4]=[CH:3][C:2]([NH:1][CH3:19])=[CH:7][CH:6]=1. (2) Given the reactants [F:1][C:2]1[C:7]([O:8][CH3:9])=[CH:6][C:5]([O:10][CH3:11])=[C:4]([F:12])[C:3]=1[N:13]1[CH2:18][C:17]2[CH:19]=[N:20][C:21]3[N:25]([S:26]([C:29]4[CH:34]=[CH:33][CH:32]=[CH:31][CH:30]=4)(=[O:28])=[O:27])[C:24]([CH2:35][CH:36]=O)=[CH:23][C:22]=3[C:16]=2[N:15]([CH3:38])[C:14]1=[O:39].[CH2:40]([N:42]1[CH2:47][CH2:46][NH:45][CH2:44][CH2:43]1)[CH3:41].C(O[BH-](OC(=O)C)OC(=O)C)(=O)C.[Na+].C([O-])([O-])=O.[Na+].[Na+], predict the reaction product. The product is: [F:12][C:4]1[C:5]([O:10][CH3:11])=[CH:6][C:7]([O:8][CH3:9])=[C:2]([F:1])[C:3]=1[N:13]1[CH2:18][C:17]2[CH:19]=[N:20][C:21]3[N:25]([S:26]([C:29]4[CH:30]=[CH:31][CH:32]=[CH:33][CH:34]=4)(=[O:27])=[O:28])[C:24]([CH2:35][CH2:36][N:45]4[CH2:46][CH2:47][N:42]([CH2:40][CH3:41])[CH2:43][CH2:44]4)=[CH:23][C:22]=3[C:16]=2[N:15]([CH3:38])[C:14]1=[O:39]. (3) Given the reactants C(OC(=O)[NH:7][CH:8]1[CH2:13][CH2:12][CH2:11][CH2:10][CH:9]1[C:14](=[O:19])[NH:15][CH2:16][C:17]#[N:18])(C)(C)C, predict the reaction product. The product is: [C:17]([CH2:16][NH:15][C:14]([CH:9]1[CH2:10][CH2:11][CH2:12][CH2:13][CH:8]1[NH2:7])=[O:19])#[N:18]. (4) Given the reactants [Br:1][C:2]1[CH:3]=[N:4][C:5]2[N:6]([N:8]=[C:9]([C:11]([OH:13])=O)[CH:10]=2)[CH:7]=1.[O:14]1[CH:18]=[CH:17][CH:16]=[C:15]1[C:19]1[CH:28]=[CH:27][CH:26]=[C:25]2[C:20]=1[CH2:21][CH2:22][NH:23][CH:24]2[CH3:29], predict the reaction product. The product is: [Br:1][C:2]1[CH:3]=[N:4][C:5]2[N:6]([N:8]=[C:9]([C:11]([N:23]3[CH2:22][CH2:21][C:20]4[C:25](=[CH:26][CH:27]=[CH:28][C:19]=4[C:15]4[O:14][CH:18]=[CH:17][CH:16]=4)[CH:24]3[CH3:29])=[O:13])[CH:10]=2)[CH:7]=1. (5) Given the reactants [F:1][C:2]1[C:7]([NH2:8])=[CH:6][CH:5]=[C:4]([F:9])[C:3]=1[NH:10][C:11]1[C:16]([C:17]2[N:25]=[CH:24][N:23]=[C:22]3[C:18]=2[N:19]=[CH:20][N:21]3[CH:26]2[CH2:31][CH2:30][CH2:29][CH2:28][O:27]2)=[CH:15][CH:14]=[CH:13][N:12]=1.[O:32]1[C:36]2[C:37]([S:41](Cl)(=[O:43])=[O:42])=[CH:38][CH:39]=[CH:40][C:35]=2[CH:34]=[CH:33]1.N1C=CC=CC=1, predict the reaction product. The product is: [F:1][C:2]1[C:3]([NH:10][C:11]2[C:16]([C:17]3[N:25]=[CH:24][N:23]=[C:22]4[C:18]=3[N:19]=[CH:20][N:21]4[CH:26]3[CH2:31][CH2:30][CH2:29][CH2:28][O:27]3)=[CH:15][CH:14]=[CH:13][N:12]=2)=[C:4]([F:9])[CH:5]=[CH:6][C:7]=1[NH:8][S:41]([C:37]1[C:36]2[O:32][CH:33]=[CH:34][C:35]=2[CH:40]=[CH:39][CH:38]=1)(=[O:42])=[O:43]. (6) Given the reactants IC1C=C2C(=CC=1)C(=O)C1C=CC=C(C(O)=O)C=1N2.[I:20][C:21]1[CH:26]=[CH:25][C:24]([NH:27][C:28]2[C:36]([C:37]([OH:39])=[O:38])=[CH:35][CH:34]=[CH:33][C:29]=2[C:30](O)=[O:31])=[CH:23][CH:22]=1.[K+].[Br-].NC1C=CC2N=C(C(OCC)=O)NC=2C=1.IC1C=C2C(=CC=1)NC=C(C(OCC)=O)C2=O, predict the reaction product. The product is: [I:20][C:21]1[CH:22]=[C:23]2[C:24]([NH:27][C:28]3[C:36]([C:37]([OH:39])=[O:38])=[CH:35][CH:34]=[CH:33][C:29]=3[C:30]2=[O:31])=[CH:25][CH:26]=1. (7) Given the reactants [CH:1]1([CH2:6][CH:7]([C:11]2[CH:16]=[CH:15][C:14]([S:17]([CH3:20])(=[O:19])=[O:18])=[CH:13][CH:12]=2)[C:8]([OH:10])=O)[CH2:5][CH2:4][CH2:3][CH2:2]1.F[P-](F)(F)(F)(F)F.N1(O[P+](N(C)C)(N(C)C)N(C)C)C2C=CC=CC=2N=N1.C(N(CC)CC)C.[NH2:55][C:56]1[S:57][C:58]2[CH:64]=[CH:63][CH:62]=[CH:61][C:59]=2[N:60]=1, predict the reaction product. The product is: [S:57]1[C:58]2[CH:64]=[CH:63][CH:62]=[CH:61][C:59]=2[N:60]=[C:56]1[NH:55][C:8](=[O:10])[CH:7]([C:11]1[CH:16]=[CH:15][C:14]([S:17]([CH3:20])(=[O:19])=[O:18])=[CH:13][CH:12]=1)[CH2:6][CH:1]1[CH2:2][CH2:3][CH2:4][CH2:5]1.